Task: Predict the reactants needed to synthesize the given product.. Dataset: Full USPTO retrosynthesis dataset with 1.9M reactions from patents (1976-2016) (1) Given the product [CH3:34][O:35][C:36]1[CH:41]=[CH:40][CH:39]=[CH:38][C:37]=1[C:6]([C:5]1[CH:9]=[CH:10][C:2]([CH3:1])=[C:3]([O:11][C:12]2[C:17]([C:18]3[CH:23]=[CH:22][N:21]=[C:20]([NH:24][CH3:25])[N:19]=3)=[CH:16][CH:15]=[CH:14][N:13]=2)[CH:4]=1)=[O:7], predict the reactants needed to synthesize it. The reactants are: [CH3:1][C:2]1[CH:10]=[CH:9][C:5]([C:6](Cl)=[O:7])=[CH:4][C:3]=1[O:11][C:12]1[C:17]([C:18]2[CH:23]=[CH:22][N:21]=[C:20]([NH:24][CH3:25])[N:19]=2)=[CH:16][CH:15]=[CH:14][N:13]=1.C1COCC1.[Br-].[Mg+2].[Br-].[CH3:34][O:35][C:36]1[CH:41]=[CH:40][CH:39]=[CH:38][CH:37]=1.[Br-].[Mg+2].[Br-]. (2) The reactants are: Br[C:2]1[S:6][C:5]([C:7]2[CH:8]=[CH:9][C:10]([CH2:15][CH:16]([CH3:18])[CH3:17])=[C:11]([CH:14]=2)[C:12]#[N:13])=[N:4][N:3]=1.[CH2:19]([C:21]1[C:28](B2OC(C)(C)C(C)(C)O2)=[CH:27][CH:26]=[CH:25][C:22]=1[CH:23]=[O:24])[CH3:20].P([O-])([O-])([O-])=O.[K+].[K+].[K+]. Given the product [CH2:19]([C:21]1[C:22]([CH:23]=[O:24])=[CH:25][CH:26]=[CH:27][C:28]=1[C:2]1[S:6][C:5]([C:7]2[CH:8]=[CH:9][C:10]([CH2:15][CH:16]([CH3:18])[CH3:17])=[C:11]([CH:14]=2)[C:12]#[N:13])=[N:4][N:3]=1)[CH3:20], predict the reactants needed to synthesize it. (3) The reactants are: [ClH:1].O1CCOCC1.[OH:8][C@H:9]1[C:13]2[N:14]=[CH:15][N:16]=[C:17]([N:18]3[CH2:23][CH2:22][N:21](C(OC(C)(C)C)=O)[CH2:20][CH2:19]3)[C:12]=2[C@H:11]([CH3:31])[CH2:10]1. Given the product [ClH:1].[ClH:1].[CH3:31][C@H:11]1[C:12]2[C:17]([N:18]3[CH2:19][CH2:20][NH:21][CH2:22][CH2:23]3)=[N:16][CH:15]=[N:14][C:13]=2[C@H:9]([OH:8])[CH2:10]1, predict the reactants needed to synthesize it.